Dataset: Forward reaction prediction with 1.9M reactions from USPTO patents (1976-2016). Task: Predict the product of the given reaction. (1) Given the reactants [Cl:1][C:2]([Cl:11])([Cl:10])[C:3]([C:5]1[NH:6][CH:7]=[CH:8][CH:9]=1)=[O:4].[Al+3].[Cl-].[Cl-].[Cl-].Cl[CH:17](Cl)[O:18]C, predict the reaction product. The product is: [Cl:11][C:2]([Cl:1])([Cl:10])[C:3]([C:5]1[NH:6][CH:7]=[C:8]([CH:17]=[O:18])[CH:9]=1)=[O:4]. (2) Given the reactants [Br-].C1([P+](C2C=CC=CC=2)(C2C=CC=CC=2)[CH2:9][C:10]2[C:15]([CH3:17])([CH3:16])[CH2:14][CH2:13][CH2:12][C:11]=2[CH3:18])C=CC=CC=1.O=C1C2C(=CC=CC=2)C(=O)[N:33]1[CH2:42][CH2:43][CH2:44][C:45]1[CH:46]=[C:47]([CH:50]=[CH:51][CH:52]=1)[CH:48]=O, predict the reaction product. The product is: [CH3:18][C:11]1[CH2:12][CH2:13][CH2:14][C:15]([CH3:16])([CH3:17])[C:10]=1/[CH:9]=[CH:48]/[C:47]1[CH:46]=[C:45]([CH2:44][CH2:43][CH2:42][NH2:33])[CH:52]=[CH:51][CH:50]=1. (3) Given the reactants [O:1]=[C:2]1[C:10]([C:11]([OH:13])=O)=[C:5]2[CH2:6][O:7][CH2:8][CH2:9][N:4]2[N:3]1[C:14]1[CH:19]=[CH:18][CH:17]=[CH:16][CH:15]=1.[NH2:20][C:21]1[CH:36]=[CH:35][C:24]([O:25][C:26]2[CH:31]=[CH:30][N:29]=[C:28]([C:32]([NH2:34])=[O:33])[CH:27]=2)=[CH:23][CH:22]=1.C1C=NC2N(O)N=NC=2C=1.CCN=C=NCCCN(C)C, predict the reaction product. The product is: [C:32]([C:28]1[CH:27]=[C:26]([O:25][C:24]2[CH:35]=[CH:36][C:21]([NH:20][C:11]([C:10]3[C:2](=[O:1])[N:3]([C:14]4[CH:19]=[CH:18][CH:17]=[CH:16][CH:15]=4)[N:4]4[CH2:9][CH2:8][O:7][CH2:6][C:5]=34)=[O:13])=[CH:22][CH:23]=2)[CH:31]=[CH:30][N:29]=1)(=[O:33])[NH2:34]. (4) Given the reactants C(Cl)(=O)C(Cl)=O.CS(C)=O.[N+:11]([C:14]1[CH:15]=[C:16]([CH2:24][OH:25])[CH:17]=[C:18]([C:20]([F:23])([F:22])[F:21])[CH:19]=1)([O-:13])=[O:12].C(N(CC)CC)C, predict the reaction product. The product is: [N+:11]([C:14]1[CH:15]=[C:16]([CH:17]=[C:18]([C:20]([F:21])([F:22])[F:23])[CH:19]=1)[CH:24]=[O:25])([O-:13])=[O:12]. (5) Given the reactants [N:1]1[CH:2]=[C:3]([S:10][C:11]2[CH:16]=[CH:15][C:14]([NH:17]C(=O)C)=[CH:13][CH:12]=2)[N:4]2[CH:9]=[CH:8][CH:7]=[N:6][C:5]=12.Cl.C(=O)([O-])O.[Na+], predict the reaction product. The product is: [N:1]1[CH:2]=[C:3]([S:10][C:11]2[CH:16]=[CH:15][C:14]([NH2:17])=[CH:13][CH:12]=2)[N:4]2[CH:9]=[CH:8][CH:7]=[N:6][C:5]=12.